This data is from Full USPTO retrosynthesis dataset with 1.9M reactions from patents (1976-2016). The task is: Predict the reactants needed to synthesize the given product. (1) Given the product [Br:1][C:2]1[CH:3]=[C:4]([OH:11])[C:5]2[N:6]([N:8]=[CH:9][CH:10]=2)[CH:7]=1, predict the reactants needed to synthesize it. The reactants are: [Br:1][C:2]1[CH:3]=[C:4]([O:11]C)[C:5]2[N:6]([N:8]=[CH:9][CH:10]=2)[CH:7]=1.Br.[OH-].[Na+]. (2) Given the product [F:47][C:2]([F:1])([F:46])[C:3]([C:27]1[NH:31][C:30]2[CH:40]=[CH:41][C:42]([C:44]#[N:45])=[CH:43][C:29]=2[N:28]=1)([OH:26])[C:4]1[C:12]([S:13][CH3:14])=[CH:11][C:10]([CH3:15])=[C:9]2[C:5]=1[CH:6]=[CH:7][N:8]2[S:16]([C:19]1[CH:20]=[CH:21][C:22]([CH3:23])=[CH:24][CH:25]=1)(=[O:18])=[O:17], predict the reactants needed to synthesize it. The reactants are: [F:1][C:2]([F:47])([F:46])[C:3]([C:27]1[N:31](COCC[Si](C)(C)C)[C:30]2[CH:40]=[CH:41][C:42]([C:44]#[N:45])=[CH:43][C:29]=2[N:28]=1)([OH:26])[C:4]1[C:12]([S:13][CH3:14])=[CH:11][C:10]([CH3:15])=[C:9]2[C:5]=1[CH:6]=[CH:7][N:8]2[S:16]([C:19]1[CH:25]=[CH:24][C:22]([CH3:23])=[CH:21][CH:20]=1)(=[O:18])=[O:17].FC(F)(F)C(C1N(COCC[Si](C)(C)C)C2C=C(C#N)C=CC=2N=1)(O)C1C(SC)=CC(C)=C2C=1C=CN2S(C1C=CC(C)=CC=1)(=O)=O.Cl. (3) Given the product [CH3:37][O:36][C:31]1[CH:32]=[CH:33][CH:34]=[CH:35][C:30]=1[CH2:29][C:28]1[N:19]=[C:18]([N:15]2[CH2:14][CH2:13][N:12]([S:9]([C:6]3[CH:5]=[CH:4][C:3]([O:2][CH3:1])=[CH:8][CH:7]=3)(=[O:10])=[O:11])[CH2:17][CH2:16]2)[S:20][CH:27]=1, predict the reactants needed to synthesize it. The reactants are: [CH3:1][O:2][C:3]1[CH:8]=[CH:7][C:6]([S:9]([N:12]2[CH2:17][CH2:16][N:15]([C:18](=[S:20])[NH2:19])[CH2:14][CH2:13]2)(=[O:11])=[O:10])=[CH:5][CH:4]=1.C([O-])(O)=O.[Na+].Cl[CH2:27][C:28](=O)[CH2:29][C:30]1[CH:35]=[CH:34][CH:33]=[CH:32][C:31]=1[O:36][CH3:37].N.